This data is from NCI-60 drug combinations with 297,098 pairs across 59 cell lines. The task is: Regression. Given two drug SMILES strings and cell line genomic features, predict the synergy score measuring deviation from expected non-interaction effect. (1) Drug 1: CN1C(=O)N2C=NC(=C2N=N1)C(=O)N. Drug 2: CCN(CC)CCCC(C)NC1=C2C=C(C=CC2=NC3=C1C=CC(=C3)Cl)OC. Cell line: OVCAR-8. Synergy scores: CSS=32.3, Synergy_ZIP=-8.07, Synergy_Bliss=-0.813, Synergy_Loewe=-38.6, Synergy_HSA=-0.993. (2) Synergy scores: CSS=64.3, Synergy_ZIP=4.96, Synergy_Bliss=0.196, Synergy_Loewe=-3.59, Synergy_HSA=3.03. Drug 1: CC1C(C(CC(O1)OC2CC(CC3=C2C(=C4C(=C3O)C(=O)C5=C(C4=O)C(=CC=C5)OC)O)(C(=O)C)O)N)O.Cl. Drug 2: C1=CC(=CC=C1CCCC(=O)O)N(CCCl)CCCl. Cell line: SF-295. (3) Drug 1: C1=CC=C(C(=C1)C(C2=CC=C(C=C2)Cl)C(Cl)Cl)Cl. Drug 2: CC12CCC3C(C1CCC2O)C(CC4=C3C=CC(=C4)O)CCCCCCCCCS(=O)CCCC(C(F)(F)F)(F)F. Cell line: OVCAR-4. Synergy scores: CSS=1.96, Synergy_ZIP=-2.38, Synergy_Bliss=-2.26, Synergy_Loewe=-1.65, Synergy_HSA=-0.942. (4) Drug 1: CC1=C2C(C(=O)C3(C(CC4C(C3C(C(C2(C)C)(CC1OC(=O)C(C(C5=CC=CC=C5)NC(=O)OC(C)(C)C)O)O)OC(=O)C6=CC=CC=C6)(CO4)OC(=O)C)OC)C)OC. Cell line: SK-MEL-5. Synergy scores: CSS=40.3, Synergy_ZIP=2.21, Synergy_Bliss=4.03, Synergy_Loewe=-9.65, Synergy_HSA=2.65. Drug 2: CC1=C(C=C(C=C1)C(=O)NC2=CC(=CC(=C2)C(F)(F)F)N3C=C(N=C3)C)NC4=NC=CC(=N4)C5=CN=CC=C5. (5) Drug 1: CCCCCOC(=O)NC1=NC(=O)N(C=C1F)C2C(C(C(O2)C)O)O. Drug 2: CS(=O)(=O)CCNCC1=CC=C(O1)C2=CC3=C(C=C2)N=CN=C3NC4=CC(=C(C=C4)OCC5=CC(=CC=C5)F)Cl. Cell line: CAKI-1. Synergy scores: CSS=15.2, Synergy_ZIP=-6.70, Synergy_Bliss=-8.17, Synergy_Loewe=-11.8, Synergy_HSA=-10.8. (6) Drug 1: CCC1=CC2CC(C3=C(CN(C2)C1)C4=CC=CC=C4N3)(C5=C(C=C6C(=C5)C78CCN9C7C(C=CC9)(C(C(C8N6C)(C(=O)OC)O)OC(=O)C)CC)OC)C(=O)OC.C(C(C(=O)O)O)(C(=O)O)O. Synergy scores: CSS=16.7, Synergy_ZIP=1.27, Synergy_Bliss=2.47, Synergy_Loewe=-27.4, Synergy_HSA=1.81. Drug 2: C(=O)(N)NO. Cell line: HOP-62. (7) Drug 1: C1=CC(=C2C(=C1NCCNCCO)C(=O)C3=C(C=CC(=C3C2=O)O)O)NCCNCCO. Drug 2: CC(C)CN1C=NC2=C1C3=CC=CC=C3N=C2N. Cell line: UACC62. Synergy scores: CSS=38.9, Synergy_ZIP=2.56, Synergy_Bliss=2.68, Synergy_Loewe=-15.8, Synergy_HSA=1.02. (8) Drug 1: CC1=C(C(=CC=C1)Cl)NC(=O)C2=CN=C(S2)NC3=CC(=NC(=N3)C)N4CCN(CC4)CCO. Drug 2: CCN(CC)CCCC(C)NC1=C2C=C(C=CC2=NC3=C1C=CC(=C3)Cl)OC. Cell line: SK-MEL-5. Synergy scores: CSS=-5.12, Synergy_ZIP=0.258, Synergy_Bliss=-2.21, Synergy_Loewe=-4.72, Synergy_HSA=-5.05.